Dataset: NCI-60 drug combinations with 297,098 pairs across 59 cell lines. Task: Regression. Given two drug SMILES strings and cell line genomic features, predict the synergy score measuring deviation from expected non-interaction effect. (1) Drug 1: C1=CC=C(C=C1)NC(=O)CCCCCCC(=O)NO. Drug 2: C1=NNC2=C1C(=O)NC=N2. Cell line: ACHN. Synergy scores: CSS=18.7, Synergy_ZIP=0.526, Synergy_Bliss=0.713, Synergy_Loewe=-38.2, Synergy_HSA=-0.382. (2) Drug 1: CS(=O)(=O)C1=CC(=C(C=C1)C(=O)NC2=CC(=C(C=C2)Cl)C3=CC=CC=N3)Cl. Drug 2: CS(=O)(=O)CCNCC1=CC=C(O1)C2=CC3=C(C=C2)N=CN=C3NC4=CC(=C(C=C4)OCC5=CC(=CC=C5)F)Cl. Cell line: OVCAR-8. Synergy scores: CSS=9.52, Synergy_ZIP=0.630, Synergy_Bliss=4.65, Synergy_Loewe=1.76, Synergy_HSA=4.49. (3) Drug 1: CNC(=O)C1=CC=CC=C1SC2=CC3=C(C=C2)C(=NN3)C=CC4=CC=CC=N4. Drug 2: CCCS(=O)(=O)NC1=C(C(=C(C=C1)F)C(=O)C2=CNC3=C2C=C(C=N3)C4=CC=C(C=C4)Cl)F. Cell line: SF-268. Synergy scores: CSS=0.503, Synergy_ZIP=1.15, Synergy_Bliss=2.56, Synergy_Loewe=-5.14, Synergy_HSA=-1.20. (4) Cell line: SN12C. Drug 2: C#CCC(CC1=CN=C2C(=N1)C(=NC(=N2)N)N)C3=CC=C(C=C3)C(=O)NC(CCC(=O)O)C(=O)O. Synergy scores: CSS=21.0, Synergy_ZIP=-8.92, Synergy_Bliss=-7.34, Synergy_Loewe=-7.22, Synergy_HSA=-3.31. Drug 1: CC1=C(C(CCC1)(C)C)C=CC(=CC=CC(=CC(=O)O)C)C. (5) Drug 1: CCCS(=O)(=O)NC1=C(C(=C(C=C1)F)C(=O)C2=CNC3=C2C=C(C=N3)C4=CC=C(C=C4)Cl)F. Drug 2: C1=NC2=C(N1)C(=S)N=CN2. Cell line: OVCAR-8. Synergy scores: CSS=1.07, Synergy_ZIP=-8.88, Synergy_Bliss=-19.9, Synergy_Loewe=-43.2, Synergy_HSA=-21.7. (6) Cell line: M14. Drug 2: C1CNP(=O)(OC1)N(CCCl)CCCl. Synergy scores: CSS=43.1, Synergy_ZIP=-0.653, Synergy_Bliss=-1.04, Synergy_Loewe=-53.7, Synergy_HSA=-2.33. Drug 1: C1CN1C2=NC(=NC(=N2)N3CC3)N4CC4.